Dataset: Forward reaction prediction with 1.9M reactions from USPTO patents (1976-2016). Task: Predict the product of the given reaction. (1) Given the reactants Cl.[C:2]([C:6]1[CH:10]=[C:9]([CH2:11][NH2:12])[N:8]([C:13]2[CH:18]=[CH:17][CH:16]=[C:15]([Cl:19])[CH:14]=2)[N:7]=1)([CH3:5])([CH3:4])[CH3:3].[F:20][C:21]1[CH:22]=[C:23]([NH:31][C:32](=O)[O:33]C2C=CC=CC=2)[CH:24]=[CH:25][C:26]=1[C:27]1([OH:30])[CH2:29][CH2:28]1, predict the reaction product. The product is: [C:2]([C:6]1[CH:10]=[C:9]([CH2:11][NH:12][C:32]([NH:31][C:23]2[CH:24]=[CH:25][C:26]([C:27]3([OH:30])[CH2:28][CH2:29]3)=[C:21]([F:20])[CH:22]=2)=[O:33])[N:8]([C:13]2[CH:18]=[CH:17][CH:16]=[C:15]([Cl:19])[CH:14]=2)[N:7]=1)([CH3:5])([CH3:3])[CH3:4]. (2) Given the reactants [O:1]=[C:2]([NH:23][C:24]1[CH:25]=[CH:26][CH:27]=[C:28]2[C:33]=1[N:32]=[CH:31][CH:30]=[CH:29]2)[CH2:3][C:4]1[CH:22]=[CH:21][C:7]([C:8]([NH:10][CH2:11][CH2:12][CH2:13][CH2:14][CH2:15][CH2:16][C:17](OC)=[O:18])=[O:9])=[CH:6][CH:5]=1.[C-]#N.[K+].Cl.C(OCC)(=O)C.C1COCC1.[NH2:49][OH:50], predict the reaction product. The product is: [OH:50][NH:49][C:17](=[O:18])[CH2:16][CH2:15][CH2:14][CH2:13][CH2:12][CH2:11][NH:10][C:8](=[O:9])[C:7]1[CH:6]=[CH:5][C:4]([CH2:3][C:2](=[O:1])[NH:23][C:24]2[CH:25]=[CH:26][CH:27]=[C:28]3[C:33]=2[N:32]=[CH:31][CH:30]=[CH:29]3)=[CH:22][CH:21]=1. (3) Given the reactants Br[C:2]1[CH:3]=[C:4]([CH:21]=[C:22]([S:24]([CH3:27])(=[O:26])=[O:25])[CH:23]=1)[CH2:5][O:6][C:7]1[CH:12]=[CH:11][CH:10]=[CH:9][C:8]=1[CH2:13][C:14]([O:16][C:17]([CH3:20])([CH3:19])[CH3:18])=[O:15].[C:28]([O:32][C:33]([NH:35][C@@H:36]([C:38]1[C:39]([F:67])=[C:40](C2C=C(O)C=C(COC3C=CC=CC=3CC(OC(C)(C)C)=O)C=2)[CH:41]=[CH:42][CH:43]=1)[CH3:37])=[O:34])([CH3:31])([CH3:30])[CH3:29].[O-]P([O-])([O-])=O.[K+].[K+].[K+].C(Cl)Cl, predict the reaction product. The product is: [C:28]([O:32][C:33]([NH:35][C@@H:36]([C:38]1[C:39]([F:67])=[C:40]([C:2]2[CH:23]=[C:22]([S:24]([CH3:27])(=[O:26])=[O:25])[CH:21]=[C:4]([CH2:5][O:6][C:7]3[CH:12]=[CH:11][CH:10]=[CH:9][C:8]=3[CH2:13][C:14]([O:16][C:17]([CH3:20])([CH3:19])[CH3:18])=[O:15])[CH:3]=2)[CH:41]=[CH:42][CH:43]=1)[CH3:37])=[O:34])([CH3:29])([CH3:30])[CH3:31]. (4) Given the reactants [Sn](Cl)Cl.[Br:4][C:5]1[CH:10]=[CH:9][C:8]([Cl:11])=[CH:7][C:6]=1[N+:12]([O-])=O, predict the reaction product. The product is: [Br:4][C:5]1[CH:10]=[CH:9][C:8]([Cl:11])=[CH:7][C:6]=1[NH2:12]. (5) Given the reactants [CH:1]1[CH:10]=[C:9]2C([O:13][C:14](=[O:15])[C:7]3=[C:8]2[C:3](=[CH:4][C:5]([N+:16]([O-:18])=[O:17])=[CH:6]3)[CH:2]=1)=O.[OH-].[Na+].CC(O)=O, predict the reaction product. The product is: [N+:16]([C:5]1[CH:6]=[C:7]([C:14]([OH:15])=[O:13])[C:8]2[C:3]([CH:4]=1)=[CH:2][CH:1]=[CH:10][CH:9]=2)([O-:18])=[O:17]. (6) Given the reactants [OH:1][C:2]1[CH:7]=[CH:6][C:5]([CH2:8][C:9]#[N:10])=[CH:4][C:3]=1[O:11][CH3:12].[CH:13]1([CH2:18][CH2:19][CH2:20]O)[CH2:17][CH2:16][CH2:15][CH2:14]1.C1(P(C2C=CC=CC=2)C2C=CC=CC=2)C=CC=CC=1.CC(OC(/N=N/C(OC(C)C)=O)=O)C, predict the reaction product. The product is: [CH:13]1([CH2:18][CH2:19][CH2:20][O:1][C:2]2[CH:7]=[CH:6][C:5]([CH2:8][C:9]#[N:10])=[CH:4][C:3]=2[O:11][CH3:12])[CH2:17][CH2:16][CH2:15][CH2:14]1. (7) Given the reactants [ClH:1].[N:2]1([CH2:7][C:8]2[S:12][C:11]([NH2:13])=[N:10][CH:9]=2)[CH2:6][CH2:5][CH2:4][CH2:3]1, predict the reaction product. The product is: [N:2]1([CH2:7][C:8]2[S:12][C:11]([NH2:13])=[N:10][CH:9]=2)[CH2:3][CH2:4][CH2:5][CH2:6]1.[ClH:1].[N:2]1([CH2:7][C:8]2[S:12][C:11]([NH2:13])=[N:10][CH:9]=2)[CH2:3][CH2:4][CH2:5][CH2:6]1. (8) Given the reactants [CH2:1]([O:3][C:4]([N:6]1[C:15]2[C:10](=[N:11][C:12]([O:16][CH3:17])=[CH:13][CH:14]=2)[C@@H:9]([NH2:18])[CH2:8][C@H:7]1[CH2:19][CH3:20])=[O:5])[CH3:2].[Br:21][C:22]1[CH:23]=[N:24][C:25](Cl)=[N:26][CH:27]=1.C(N(CC)C(C)C)(C)C, predict the reaction product. The product is: [CH2:1]([O:3][C:4]([N:6]1[C:15]2[C:10](=[N:11][C:12]([O:16][CH3:17])=[CH:13][CH:14]=2)[C@@H:9]([NH:18][C:25]2[N:26]=[CH:27][C:22]([Br:21])=[CH:23][N:24]=2)[CH2:8][C@H:7]1[CH2:19][CH3:20])=[O:5])[CH3:2]. (9) Given the reactants [C:1]([O:5][C:6](=[O:22])[NH:7][C:8]1[CH:13]=[C:12]([NH:14][CH:15]([CH3:17])[CH3:16])[C:11]([Cl:18])=[CH:10][C:9]=1[N+:19]([O-])=O)([CH3:4])([CH3:3])[CH3:2].O.O.Cl[Sn]Cl, predict the reaction product. The product is: [C:1]([O:5][C:6](=[O:22])[NH:7][C:8]1[CH:13]=[C:12]([NH:14][CH:15]([CH3:16])[CH3:17])[C:11]([Cl:18])=[CH:10][C:9]=1[NH2:19])([CH3:2])([CH3:4])[CH3:3].